This data is from Experimentally validated miRNA-target interactions with 360,000+ pairs, plus equal number of negative samples. The task is: Binary Classification. Given a miRNA mature sequence and a target amino acid sequence, predict their likelihood of interaction. (1) The miRNA is mmu-miR-7217-5p with sequence AACUUGUAUCUUGUGAGACAGAAGG. The protein sequence of the target gene is MAATVRRQRPRRLLCWALVAVLLADLLALSDTLAVMSVDLGSESMKVAIVKPGVPMEIVLNKESRRKTPVTVTLKENERFLGDSAAGMAIKNPKATLRYFQHLLGKQADNPHVALYRSRFPEHELIVDPQRQTVRFQISPQLQFSPEEVLGMVLNYSRSLAEDFAEQPIKDAVITVPAFFNQAERRAVLQAARMAGLKVLQLINDNTATALSYGVFRRKDINSTAQNVMFYDMGSGSTVCTIVTYQTVKTKEAGMQPQLQIRGVGFDRTLGGLEMELRLREHLAKLFNEQRKGQKAKDVR.... Result: 0 (no interaction). (2) The protein sequence of the target gene is MADKQISLPAKLINGGIAGLIGVTCVFPIDLAKTRLQNQQNGQRVYTSMSDCLIKTVRSEGYFGMYRGAAVNLTLVTPEKAIKLAANDFFRHQLSKDGQKLTLLKEMLAGCGAGTCQVIVTTPMEMLKIQLQDAGRIAAQRKILAAQGQLSAQGGAQPSVEAPAAPRPTATQLTRDLLRSRGIAGLYKGLGATLLRDVPFSVVYFPLFANLNQLGRPASEEKSPFYVSFLAGCVAGSAAAVAVNPCDVVKTRLQSLQRGVNEDTYSGILDCARKILRHEGPSAFLKGAYCRALVIAPLFG.... Result: 1 (interaction). The miRNA is hsa-miR-7843-5p with sequence GAGGGCAGAGCCAGCUUCCUGA. (3) The miRNA is dme-miR-303-5p with sequence UUUAGGUUUCACAGGAAACUGGU. The protein sequence of the target gene is MESNKDEAERCISIALKAIQSNQPDRALRFLEKAQRLYPTPRVRALIESLNQKPQTAGDQPPPTDTTHATHRKAGGTDAPSANGEAGGESTKGYTAEQVAAVKRVKQCKDYYEILGVSRGASDEDLKKAYRRLALKFHPDKNHAPGATEAFKAIGTAYAVLSNPEKRKQYDQFGDDKSQAARHGHGHGDFHRGFEADISPEDLFNMFFGGGFPSSNVHVYSNGRMRYTYQQRQDRRDNQGDGGLGVFVQLMPILILILVSALSQLMVSSPPYSLSPRPSVGHIHRRVTDHLGVVYYVGDT.... Result: 0 (no interaction). (4) The miRNA is hsa-miR-2110 with sequence UUGGGGAAACGGCCGCUGAGUG. The protein sequence of the target gene is MADHNPDSDSTPRTLLRRVLDTADPRTPRRPRSARAGARRALLETASPRKLSGQTRTIARGRSHGARSVGRSAHIQASGHLEEQTPRTLLKNILLTAPESSILMPESVVKPVPAPQAVQPSRQESSCGSLELQLPELEPPTTLAPGLLAPGRRKQRLRLSVFQQGVDQGLSLSQEPQGNADASSLTRSLNLTFATPLQPQSVQRPGLARRPPARRAVDVGAFLRDLRDTSLAPPNIVLEDTQPFSQPMVGSPNVYHSLPCTPHTGAEDAEQAAGRKTQSSGPGLQKNSPGKPAQFLAGEA.... Result: 0 (no interaction). (5) The miRNA is mmu-miR-10a-5p with sequence UACCCUGUAGAUCCGAAUUUGUG. The protein sequence of the target gene is MPEDQAHAAMEEASPYSLLDICLSFLTTNLEKFCSARQDGTLCLQEPGVFPQEVADRLLQTIAFHGLLNDGTVGIFRGNQMRLKRACIRKAKISAVAFRKAFCHHKLVELDATGVNADITITDIISGLGSNKWIQQNLQCLVLNSLTLSLEDPYERCFSRLSGLRALSITNVLFYNEDLAEVASLPRLESLDISNTSITDITALLACKDRLKSLTMHHLKCLKMTTTQILDVVRELKHLNHLDISDDKQFTSDIALRLLEQKDILPNLVSLDVSGRKHVTDKAVEAFIQQRPSMQFVGLL.... Result: 1 (interaction). (6) The miRNA is hsa-miR-4421 with sequence ACCUGUCUGUGGAAAGGAGCUA. The protein sequence of the target gene is MAEKVNNFPPLPKFIPLKPCFYQDFEADIPPQHLSLTKRLYYLWMLNSVTLAVNLVGCLAWLIGGGGATNFGLAFLWLILFTPCSYVCWFRPIYKAFKTDSSFSFMAFFFTFMAQLVISIIQAVGIPGWGVCGWIATISFFGTNIGSAVVMLIPTVMFTVVAVFSFIALSMVHKFYRGSGGSFSKAQEEWTTGAWKNPHVQQAAQNAAMGAAQGAMNQPQTQYSATPNYTYSNEM. Result: 0 (no interaction). (7) The miRNA is hsa-miR-548bb-3p with sequence CAAAAACCAUAGUUACUUUUGC. The protein sequence of the target gene is MASSRVPQQLFLQGVAAVYLFAFASLYTQIPGLYGPEGILPARRTLRPQGKGLWQQLWETPTLLWEAPRLGLDTAQGLDLLTLLGTVLALGALLLNSLRHPFVYLLLWVAYRSAYQVGQVFLYFQWDSLLLETGFLAILVAPLRGPSKHKILQGRLAGALPHEDLPFWLVRWLLFRLMFASGVVKLTSRCPTWWGLTALTYHYETQCLPTPAAWFAHHLPVWLHKLSVVATFLIEIAVPPLFFAPIRRLRLTAFYAQALLQVLIIITGNYNFFNLLTLVLTTALLDDRHLSAEPGLRCHK.... Result: 0 (no interaction). (8) The miRNA is hsa-miR-6090 with sequence GGGGAGCGAGGGGCGGGGC. The protein sequence of the target gene is MTAKAKDCPSLWGFGTTKTFKIPIEHLDFKYIENCSDVKHLEKILYVLRSGEEGYYPELTEFCEKCLTNLAPKSRALRKDKPAETASSFSAEEWEKIDSDLKSWVSEIKREENTCHFHDPENHPGVEDPLPPVRGSTCCPHSGKETYSKSKTAKKRIPRDYAEWDKFDVEKECSKIDEDYKEKTVINNKAHLSKIETKIETAGLTEKEKSFLANREKGKGNEAFYSGDYEEAVMYYTRSLSALPTAIAYNNRAQAEIKLQRWSSALEDCEKALELDPGNVKALLRRATTYKHQNKLQEAV.... Result: 0 (no interaction). (9) The miRNA is hsa-miR-5692a with sequence CAAAUAAUACCACAGUGGGUGU. The protein sequence of the target gene is MGRAAATAGGGGGARRWLPWLGLCFWAAGTAAARGTDNGEALPESIPSAPGTLPHFIEEPDDAYIIKSNPIALRCKARPAMQIFFKCNGEWVHQNEHVSEETLDESSGLKVREVFINVTRQQVEDFHGPEDYWCQCVAWSHLGTSKSRKASVRIAYLRKNFEQDPQGREVPIEGMIVLHCRPPEGVPAAEVEWLKNEEPIDSEQDENIDTRADHNLIIRQARLSDSGNYTCMAANIVAKRRSLSATVVVYVNGGWSSWTEWSACNVRCGRGWQKRSRTCTNPAPLNGGAFCEGMSVQKIT.... Result: 0 (no interaction). (10) The miRNA is mmu-miR-6974-3p with sequence UCUCCACUCUCUUCUGUCCCAG. The protein sequence of the target gene is MLLQESAGVWLALALVTALTPSPSMAVPWQDCTGAECPLLENCIEEALEPGACCATCVQQGCACEGYQYYDCVQGGFVDGRVPAGQSYFVDFGSTECSCPPGGGKISCQFMLCPELPPNCIEAVVVADSCPQCGQVGCVHSGRKYAAGHTVHLSSCRACHCPDAGGELICYQLPGCHGNFSDAEEGDSERQYEDPYSYDQEVAEAEATTAIVNEVQAGAEGPPAALGGGNLPPSSIRVTPWPVALPRPTAAAALGPPAPVQAKARRVTLDTEEDEEEEEEETLVTEPPTAGSPGRLDSLP.... Result: 0 (no interaction).